Dataset: Forward reaction prediction with 1.9M reactions from USPTO patents (1976-2016). Task: Predict the product of the given reaction. Given the reactants [CH2:1]([O:8][C@@H:9]1[C@@H:17]([C@@H:18]([O:23][C:24]2[CH:29]=[CH:28][C:27]([N+:30]([O-])=O)=[CH:26][CH:25]=2)[C:19]([F:22])([F:21])[F:20])[O:16][C@H:15]2[C@H:11]([N:12]=[C:13]([N:33]([CH3:41])[C:34](=[O:40])[O:35][C:36]([CH3:39])([CH3:38])[CH3:37])[S:14]2)[C@H:10]1[O:42][CH2:43][C:44]1[CH:49]=[CH:48][CH:47]=[CH:46][CH:45]=1)[C:2]1[CH:7]=[CH:6][CH:5]=[CH:4][CH:3]=1, predict the reaction product. The product is: [NH2:30][C:27]1[CH:26]=[CH:25][C:24]([O:23][C@H:18]([C@H:17]2[O:16][C@H:15]3[C@H:11]([N:12]=[C:13]([N:33]([CH3:41])[C:34](=[O:40])[O:35][C:36]([CH3:38])([CH3:37])[CH3:39])[S:14]3)[C@@H:10]([O:42][CH2:43][C:44]3[CH:45]=[CH:46][CH:47]=[CH:48][CH:49]=3)[C@@H:9]2[O:8][CH2:1][C:2]2[CH:3]=[CH:4][CH:5]=[CH:6][CH:7]=2)[C:19]([F:22])([F:20])[F:21])=[CH:29][CH:28]=1.